This data is from NCI-60 drug combinations with 297,098 pairs across 59 cell lines. The task is: Regression. Given two drug SMILES strings and cell line genomic features, predict the synergy score measuring deviation from expected non-interaction effect. (1) Drug 1: C1=CC=C(C=C1)NC(=O)CCCCCCC(=O)NO. Drug 2: C1=NNC2=C1C(=O)NC=N2. Cell line: HL-60(TB). Synergy scores: CSS=30.1, Synergy_ZIP=-10.5, Synergy_Bliss=-8.20, Synergy_Loewe=-43.0, Synergy_HSA=-7.25. (2) Synergy scores: CSS=17.2, Synergy_ZIP=5.98, Synergy_Bliss=9.23, Synergy_Loewe=4.61, Synergy_HSA=5.56. Cell line: K-562. Drug 1: C1CCN(CC1)CCOC2=CC=C(C=C2)C(=O)C3=C(SC4=C3C=CC(=C4)O)C5=CC=C(C=C5)O. Drug 2: C(CN)CNCCSP(=O)(O)O. (3) Drug 1: CN1CCC(CC1)COC2=C(C=C3C(=C2)N=CN=C3NC4=C(C=C(C=C4)Br)F)OC. Drug 2: C1=CC(=CC=C1CC(C(=O)O)N)N(CCCl)CCCl.Cl. Cell line: IGROV1. Synergy scores: CSS=61.0, Synergy_ZIP=-0.0793, Synergy_Bliss=2.50, Synergy_Loewe=-14.0, Synergy_HSA=5.94.